Predict the product of the given reaction. From a dataset of Forward reaction prediction with 1.9M reactions from USPTO patents (1976-2016). (1) Given the reactants Br[CH2:2][C:3]1[CH:8]=[C:7]([N+:9]([O-:11])=[O:10])[CH:6]=[CH:5][C:4]=1[C:12]([F:18])([F:17])[C:13]([F:16])([F:15])[F:14].[C:19]([N:26]1[CH2:31][CH2:30][NH:29][CH2:28][CH2:27]1)([O:21][C:22]([CH3:25])([CH3:24])[CH3:23])=[O:20].C([O-])(O)=O.[Na+], predict the reaction product. The product is: [C:19]([N:26]1[CH2:27][CH2:28][N:29]([CH2:2][C:3]2[CH:8]=[C:7]([N+:9]([O-:11])=[O:10])[CH:6]=[CH:5][C:4]=2[C:12]([F:18])([F:17])[C:13]([F:16])([F:15])[F:14])[CH2:30][CH2:31]1)([O:21][C:22]([CH3:25])([CH3:24])[CH3:23])=[O:20]. (2) Given the reactants [C:1]([C:5]1[CH:10]=[CH:9][C:8]([S:11]([NH:14][CH2:15][C:16]2[CH:17]=[C:18]([CH:22]=[CH:23][CH:24]=2)[C:19]([OH:21])=O)(=[O:13])=[O:12])=[CH:7][CH:6]=1)([CH3:4])([CH3:3])[CH3:2].C(Cl)(=O)C(Cl)=O.[NH2:31][C:32]1[CH:33]=[N:34][CH:35]=[CH:36][CH:37]=1, predict the reaction product. The product is: [C:1]([C:5]1[CH:10]=[CH:9][C:8]([S:11]([NH:14][CH2:15][C:16]2[CH:17]=[C:18]([CH:22]=[CH:23][CH:24]=2)[C:19]([NH:31][C:32]2[CH:33]=[N:34][CH:35]=[CH:36][CH:37]=2)=[O:21])(=[O:13])=[O:12])=[CH:7][CH:6]=1)([CH3:3])([CH3:4])[CH3:2]. (3) Given the reactants [O:1]=[C:2]1[C:22]2[C:17](=[CH:18][CH:19]=[CH:20][CH:21]=2)[C:4]2([CH2:9][CH2:8][N:7](C(OC(C)(C)C)=O)[CH2:6][CH2:5]2)[CH2:3]1.CO.[ClH:25], predict the reaction product. The product is: [ClH:25].[NH:7]1[CH2:8][CH2:9][C:4]2([C:17]3[C:22](=[CH:21][CH:20]=[CH:19][CH:18]=3)[C:2](=[O:1])[CH2:3]2)[CH2:5][CH2:6]1. (4) The product is: [OH:33][C:32]([CH3:34])([CH3:31])[CH:10]([C:11]1[CH:12]=[C:13]([CH:17]=[CH:18][CH:19]=1)[C:14]([OH:16])=[O:15])[S:7](=[O:8])(=[O:9])[NH2:6]. Given the reactants COC1C=C(OC)C=CC=1C[NH:6][S:7]([CH2:10][C:11]1[CH:12]=[C:13]([CH:17]=[CH:18][CH:19]=1)[C:14]([OH:16])=[O:15])(=[O:9])=[O:8].C([Li])CCC.[CH3:31][C:32]([CH3:34])=[O:33].FC(F)(F)C(O)=O, predict the reaction product. (5) The product is: [NH2:1][C:2]1[CH:11]=[CH:10][C:9]([C:13]#[N:14])=[CH:8][C:3]=1[C:4]([NH:6][CH3:7])=[O:5]. Given the reactants [NH2:1][C:2]1[CH:11]=[CH:10][C:9](Br)=[CH:8][C:3]=1[C:4]([NH:6][CH3:7])=[O:5].[CH3:13][N:14](C=O)C, predict the reaction product. (6) The product is: [F:1][C:2]1[CH:11]=[C:10]([CH2:12][N:13]2[CH2:19][C:18]3[N:20]=[C:21]([O:24][CH3:25])[CH:22]=[CH:23][C:17]=3[S:16][CH2:15][CH2:14]2)[CH:9]=[CH:8][C:3]=1[C:4]([OH:6])=[O:5]. Given the reactants [F:1][C:2]1[CH:11]=[C:10]([CH2:12][N:13]2[CH2:19][C:18]3[N:20]=[C:21]([O:24][CH3:25])[CH:22]=[CH:23][C:17]=3[S:16][CH2:15][CH2:14]2)[CH:9]=[CH:8][C:3]=1[C:4]([O:6]C)=[O:5].[OH-].[Li+].CO.C1COCC1, predict the reaction product. (7) Given the reactants [CH2:1]([S:8][CH2:9][CH:10]1[CH2:15][CH:14]([C:16]2[CH:21]=[CH:20][C:19]([C:22]([F:25])([F:24])[F:23])=[CH:18][CH:17]=2)[CH2:13][N:12]([C:26]([N:28]2[CH2:33][CH2:32][O:31][CH2:30][CH2:29]2)=[O:27])[CH2:11]1)[C:2]1[CH:7]=[CH:6][CH:5]=[CH:4][CH:3]=1.ClC1C=C(C=CC=1)C(OO)=[O:39], predict the reaction product. The product is: [CH2:1]([S:8]([CH2:9][CH:10]1[CH2:15][CH:14]([C:16]2[CH:21]=[CH:20][C:19]([C:22]([F:25])([F:23])[F:24])=[CH:18][CH:17]=2)[CH2:13][N:12]([C:26]([N:28]2[CH2:29][CH2:30][O:31][CH2:32][CH2:33]2)=[O:27])[CH2:11]1)=[O:39])[C:2]1[CH:7]=[CH:6][CH:5]=[CH:4][CH:3]=1. (8) Given the reactants [CH3:1][C:2]1[CH:7]=[CH:6][C:5]([S:8]([N:11]2[N:15]3[C:16]4[C:25]5[C:20](=[CH:21][CH:22]=[CH:23][CH:24]=5)[N:19]=[CH:18][C:17]=4[N:26]=[C:14]3[CH:13]=[CH:12]2)(=[O:10])=[O:9])=[CH:4][CH:3]=1.ClC1C=C(C=CC=1)C(OO)=O.[NH4+:38].[OH-].C1(C)C=CC(S(Cl)(=O)=O)=CC=1, predict the reaction product. The product is: [CH3:1][C:2]1[CH:3]=[CH:4][C:5]([S:8]([N:11]2[N:15]3[C:16]4[C:25]5[C:20](=[CH:21][CH:22]=[CH:23][CH:24]=5)[N:19]=[C:18]([NH2:38])[C:17]=4[N:26]=[C:14]3[CH:13]=[CH:12]2)(=[O:10])=[O:9])=[CH:6][CH:7]=1.